Task: Predict which catalyst facilitates the given reaction.. Dataset: Catalyst prediction with 721,799 reactions and 888 catalyst types from USPTO (1) Reactant: Cl[C:2]([CH:4]([CH2:10][CH:11]1[CH2:16][CH2:15][CH2:14][CH2:13][CH2:12]1)[C:5]([O:7][CH2:8][CH3:9])=[O:6])=[O:3].[CH2:17]([NH2:25])[CH2:18][C:19]1[CH:24]=[CH:23][CH:22]=[CH:21][CH:20]=1.CN1CCOCC1. Product: [CH:11]1([CH2:10][CH:4]([C:2]([NH:25][CH2:17][CH2:18][C:19]2[CH:24]=[CH:23][CH:22]=[CH:21][CH:20]=2)=[O:3])[C:5]([O:7][CH2:8][CH3:9])=[O:6])[CH2:16][CH2:15][CH2:14][CH2:13][CH2:12]1. The catalyst class is: 13. (2) Reactant: [Cl:1][C:2]1[CH:11]=[C:10]2[C:5]([C:6]([N:12]3[CH2:17][CH2:16][N:15]([C:18]([NH:20][C:21]4[CH:26]=[CH:25][C:24](C(F)(F)F)=[CH:23][CH:22]=4)=[O:19])[CH2:14][CH2:13]3)=[CH:7][CH:8]=[N:9]2)=[CH:4][CH:3]=1.ClC1C=C2C(C(N3CCNCC3)=CC=N2)=CC=1.C(N(C(C)C)CC)(C)C.C1(N=C=O)CCCCC1. Product: [Cl:1][C:2]1[CH:11]=[C:10]2[C:5]([C:6]([N:12]3[CH2:17][CH2:16][N:15]([C:18]([NH:20][CH:21]4[CH2:22][CH2:23][CH2:24][CH2:25][CH2:26]4)=[O:19])[CH2:14][CH2:13]3)=[CH:7][CH:8]=[N:9]2)=[CH:4][CH:3]=1. The catalyst class is: 61. (3) Reactant: [CH2:1]([O:4][C:5]1[CH:6]=[CH:7][C:8]([SH:12])=[C:9](O)[CH:10]=1)[CH:2]=[CH2:3].[C:13](=[O:16])([O-])[O-].[K+].[K+].[CH3:19]I. Product: [CH2:1]([O:4][C:5]1[CH:6]=[CH:7][C:8]([S:12][CH3:19])=[C:9]([O:16][CH3:13])[CH:10]=1)[CH:2]=[CH2:3]. The catalyst class is: 21. (4) Product: [CH3:28][N:15]([C:16]([C:18]1[C:27]2[CH2:26][CH2:25][CH2:24][CH2:23][C:22]=2[CH:21]=[CH:20][CH:19]=1)=[O:17])[C:6]1([C:4]([OH:5])=[O:3])[CH2:7][C:8]2[C:13](=[CH:12][CH:11]=[CH:10][CH:9]=2)[CH2:14]1. The catalyst class is: 14. Reactant: C([O:3][C:4]([C:6]1([N:15]([CH3:28])[C:16]([C:18]2[C:27]3[CH2:26][CH2:25][CH2:24][CH2:23][C:22]=3[CH:21]=[CH:20][CH:19]=2)=[O:17])[CH2:14][C:13]2[C:8](=[CH:9][CH:10]=[CH:11][CH:12]=2)[CH2:7]1)=[O:5])C.[OH-].[K+].O. (5) Reactant: [C:1]1([C:7]2(C(O)=O)[CH2:16][CH2:15][C:10]3([O:14][CH2:13][CH2:12][O:11]3)[CH2:9][CH2:8]2)[CH:6]=[CH:5][CH:4]=[CH:3][CH:2]=1.C([N:22]([CH2:25]C)CC)C.[N-]=[N+]=[N-].C1([O:36]P(=O)(O)OC2C=CC=CC=2)C=CC=CC=1. Product: [N:22]([C:7]1([C:1]2[CH:2]=[CH:3][CH:4]=[CH:5][CH:6]=2)[CH2:8][CH2:9][C:10]2([O:11][CH2:12][CH2:13][O:14]2)[CH2:15][CH2:16]1)=[C:25]=[O:36]. The catalyst class is: 520. (6) Reactant: [N:1]([CH2:4][CH:5]1[O:10][CH2:9][CH2:8][N:7]([C:11]([O:13][C:14]([CH3:17])([CH3:16])[CH3:15])=[O:12])[CH2:6]1)=[N+:2]=[N-:3].O=C1O[C@H]([C@H](CO)O)C([O-])=C1O.[Na+].[F:31][CH:32]([F:49])[C:33]1[CH:38]=[CH:37][N:36]=[C:35]([NH:39][C:40]2[CH:45]=[C:44]([CH3:46])[CH:43]=[C:42]([C:47]#[CH:48])[CH:41]=2)[N:34]=1. Product: [C:14]([O:13][C:11]([N:7]1[CH2:8][CH2:9][O:10][CH:5]([CH2:4][N:1]2[CH:48]=[C:47]([C:42]3[CH:43]=[C:44]([CH3:46])[CH:45]=[C:40]([NH:39][C:35]4[N:34]=[C:33]([CH:32]([F:31])[F:49])[CH:38]=[CH:37][N:36]=4)[CH:41]=3)[N:3]=[N:2]2)[CH2:6]1)=[O:12])([CH3:17])([CH3:16])[CH3:15]. The catalyst class is: 664. (7) Product: [C:29]([C:22]1[CH:23]=[C:24]([CH2:27][CH3:28])[CH:25]=[CH:26][C:21]=1[O:20][CH:18]([CH3:19])[CH2:17][CH2:16][O:15][C:11]1[CH:10]=[C:9]([CH:14]=[CH:13][CH:12]=1)[O:8][C:5]([CH3:6])([CH3:7])[C:4]([OH:37])=[O:3])(=[O:36])[C:30]1[CH:31]=[CH:32][CH:33]=[CH:34][CH:35]=1. The catalyst class is: 8. Reactant: C([O:3][C:4](=[O:37])[C:5]([O:8][C:9]1[CH:14]=[CH:13][CH:12]=[C:11]([O:15][CH2:16][CH2:17][CH:18]([O:20][C:21]2[CH:26]=[CH:25][C:24]([CH2:27][CH3:28])=[CH:23][C:22]=2[C:29](=[O:36])[C:30]2[CH:35]=[CH:34][CH:33]=[CH:32][CH:31]=2)[CH3:19])[CH:10]=1)([CH3:7])[CH3:6])C.